The task is: Regression. Given a peptide amino acid sequence and an MHC pseudo amino acid sequence, predict their binding affinity value. This is MHC class II binding data.. This data is from Peptide-MHC class II binding affinity with 134,281 pairs from IEDB. (1) The peptide sequence is GETQIVDKIDAAFKI. The MHC is DRB3_0202 with pseudo-sequence DRB3_0202. The binding affinity (normalized) is 0.0957. (2) The MHC is DRB1_0404 with pseudo-sequence DRB1_0404. The binding affinity (normalized) is 0.436. The peptide sequence is PEMPALYEKKLALYL. (3) The binding affinity (normalized) is 0.492. The peptide sequence is DPKMLELMRLYITIH. The MHC is DRB1_1201 with pseudo-sequence DRB1_1201. (4) The binding affinity (normalized) is 0.418. The MHC is DRB3_0101 with pseudo-sequence DRB3_0101. The peptide sequence is GLRTLWSPRERLVLT. (5) The peptide sequence is VNACGINCSALLQDDIT. The MHC is H-2-IAd with pseudo-sequence H-2-IAd. The binding affinity (normalized) is 0. (6) The peptide sequence is NVVKSGIFLSVAAGN. The MHC is DRB1_1602 with pseudo-sequence DRB1_1602. The binding affinity (normalized) is 0.445. (7) The peptide sequence is EEILTHCQTTLKYAI. The MHC is H-2-IAd with pseudo-sequence H-2-IAd. The binding affinity (normalized) is 0. (8) The peptide sequence is ESYKFIPALEAAVKQ. The MHC is DRB3_0101 with pseudo-sequence DRB3_0101. The binding affinity (normalized) is 0.259. (9) The peptide sequence is FLICHNLRASSMNNL. The MHC is H-2-IAb with pseudo-sequence H-2-IAb. The binding affinity (normalized) is 0.290. (10) The peptide sequence is QMATTLPVQRHPRSL. The MHC is DRB1_1302 with pseudo-sequence DRB1_1302. The binding affinity (normalized) is 0.157.